From a dataset of Forward reaction prediction with 1.9M reactions from USPTO patents (1976-2016). Predict the product of the given reaction. Given the reactants C(O[C:6]([N:8]1[CH2:12][CH2:11][C@H:10]([OH:13])[C@H:9]1[CH2:14][N:15]1[C:23]2[CH:22]=[CH:21][C:20]([C:24]#[N:25])=[CH:19][C:18]=2[C:17]2[CH2:26][C@H:27]([NH:29][C:30]([O:32][CH:33]([CH3:35])[CH3:34])=[O:31])[CH2:28][C:16]1=2)=O)(C)(C)C.Cl.C=O.C(O[BH-](OC(=O)C)OC(=O)C)(=O)C.[Na+].C(=O)(O)[O-].[Na+], predict the reaction product. The product is: [CH:33]([O:32][C:30](=[O:31])[NH:29][C@@H:27]1[CH2:28][C:16]2[N:15]([CH2:14][C@@H:9]3[C@@H:10]([OH:13])[CH2:11][CH2:12][N:8]3[CH3:6])[C:23]3[CH:22]=[CH:21][C:20]([C:24]#[N:25])=[CH:19][C:18]=3[C:17]=2[CH2:26]1)([CH3:35])[CH3:34].